Dataset: Full USPTO retrosynthesis dataset with 1.9M reactions from patents (1976-2016). Task: Predict the reactants needed to synthesize the given product. (1) Given the product [CH3:3][O:4][CH2:5][C@H:6]([CH3:54])[CH2:7][O:8][CH2:9][C:10]1[CH:15]=[CH:14][C:13]([C@@H:16]2[C@@H:17]([O:27][CH2:28][C:39]3[CH:40]=[CH:41][C:42]4[O:47][CH2:46][CH2:45][N:44]([CH2:48][CH2:49][CH2:50][O:51][CH3:52])[C:43]=4[CH:53]=3)[CH2:18][NH:19][CH2:20][C@H:21]2[O:22][CH2:23][C@H:24]([OH:25])[CH3:26])=[CH:12][CH:11]=1, predict the reactants needed to synthesize it. The reactants are: [BH4-].[Na+].[CH3:3][O:4][CH2:5][C@H:6]([CH3:54])[CH2:7][O:8][CH2:9][C:10]1[CH:15]=[CH:14][C:13]([C@@H:16]2[C@H:21]([O:22][CH2:23][C@H:24]3[CH2:26][O:25]3)[CH2:20][NH:19][CH2:18][C@@H:17]2[O:27][CH:28]([C:39]2[CH:40]=[CH:41][C:42]3[O:47][CH2:46][CH2:45][N:44]([CH2:48][CH2:49][CH2:50][O:51][CH3:52])[C:43]=3[CH:53]=2)S(C2C=CC(C)=CC=2)(=O)=O)=[CH:12][CH:11]=1. (2) Given the product [CH3:1][O:2][C:3]1[CH:8]=[CH:7][C:6]([C:9]#[CH:10])=[C:5]([O:13][CH3:14])[CH:4]=1, predict the reactants needed to synthesize it. The reactants are: [CH3:1][O:2][C:3]1[CH:8]=[CH:7][C:6]([CH:9]=[C:10](Br)Br)=[C:5]([O:13][CH3:14])[CH:4]=1.C([Li])CCC.O. (3) Given the product [Cl:36][C:8]1[CH:9]=[C:10]([O:14][C:15]2[CH:20]=[CH:19][N:18]=[CH:17][C:16]=2[C:21]([N:23]2[C:32]3[C:27](=[CH:28][CH:29]=[CH:30][CH:31]=3)[N:26]([CH:33]3[CH2:35][CH2:34]3)[CH2:25][CH2:24]2)=[O:22])[C:11]([Cl:13])=[CH:12][C:7]=1[C:6]([NH:5][CH2:4][CH2:3][OH:2])=[O:37], predict the reactants needed to synthesize it. The reactants are: C[O:2][C:3](=O)[CH2:4][NH:5][C:6](=[O:37])[C:7]1[CH:12]=[C:11]([Cl:13])[C:10]([O:14][C:15]2[CH:20]=[CH:19][N:18]=[CH:17][C:16]=2[C:21]([N:23]2[C:32]3[C:27](=[CH:28][CH:29]=[CH:30][CH:31]=3)[N:26]([CH:33]3[CH2:35][CH2:34]3)[CH2:25][CH2:24]2)=[O:22])=[CH:9][C:8]=1[Cl:36].NCCO. (4) Given the product [C:1]([O:5][C:6]([NH:8][C@@H:9]([C@@H:35]([OH:46])[C:36]1[CH:41]=[CH:40][C:39]([C:42]([F:43])([F:44])[F:45])=[CH:38][CH:37]=1)[CH2:10][N:11]([C:19]1[S:20][C:21]([C:24]2[CH:25]=[C:26]3[C:31](=[CH:32][CH:33]=2)[CH:30]=[N:29][C:28]([F:34])=[CH:27]3)=[CH:22][N:23]=1)[C:12](=[O:18])[O:13][C:14]([CH3:17])([CH3:16])[CH3:15])=[O:7])([CH3:2])([CH3:3])[CH3:4], predict the reactants needed to synthesize it. The reactants are: [C:1]([O:5][C:6]([NH:8][C@@H:9]([C@@H:35]([O:46][Si](C(C)(C)C)(C)C)[C:36]1[CH:41]=[CH:40][C:39]([C:42]([F:45])([F:44])[F:43])=[CH:38][CH:37]=1)[CH2:10][N:11]([C:19]1[S:20][C:21]([C:24]2[CH:25]=[C:26]3[C:31](=[CH:32][CH:33]=2)[CH:30]=[N:29][C:28]([F:34])=[CH:27]3)=[CH:22][N:23]=1)[C:12](=[O:18])[O:13][C:14]([CH3:17])([CH3:16])[CH3:15])=[O:7])([CH3:4])([CH3:3])[CH3:2].C1COCC1.[F-].C([N+](CCCC)(CCCC)CCCC)CCC. (5) Given the product [F:62][C:58]1[C:59]([F:61])=[CH:60][C:55]([C:52]2[CH:53]=[CH:54][C:49]([O:48][CH2:47][C:44]3[CH:45]=[C:46]4[C:41]([CH:40]=[CH:39][N:38]4[CH2:37][C:36]([OH:65])=[O:35])=[CH:42][CH:43]=3)=[CH:50][CH:51]=2)=[C:56]([O:63][CH3:64])[CH:57]=1, predict the reactants needed to synthesize it. The reactants are: FC1C(F)=CC(C2C=CC(OCC3C=C4C(C=CN4CCC(O)=O)=CC=3)=CC=2)=C(OC)C=1.C([O:35][C:36](=[O:65])[CH2:37][N:38]1[C:46]2[C:41](=[CH:42][CH:43]=[C:44]([CH2:47][O:48][C:49]3[CH:54]=[CH:53][C:52]([C:55]4[CH:60]=[C:59]([F:61])[C:58]([F:62])=[CH:57][C:56]=4[O:63][CH3:64])=[CH:51][CH:50]=3)[CH:45]=2)[CH:40]=[CH:39]1)C.